This data is from Forward reaction prediction with 1.9M reactions from USPTO patents (1976-2016). The task is: Predict the product of the given reaction. (1) Given the reactants C([O:4][CH2:5][C@@H:6]1[C@@H:10]([O:11]C(=O)C)[CH2:9][CH:8]([N:15]2[CH:20]=[CH:19][N:18]=[C:17]([C:21]([NH2:23])=[O:22])[C:16]2=[O:24])[O:7]1)(=O)C.C[O-].[Na+].Cl, predict the reaction product. The product is: [OH:11][C@@H:10]1[C@@H:6]([CH2:5][OH:4])[O:7][CH:8]([N:15]2[CH:20]=[CH:19][N:18]=[C:17]([C:21]([NH2:23])=[O:22])[C:16]2=[O:24])[CH2:9]1. (2) Given the reactants [O:1]1[CH:6]([C:7]([OH:9])=O)[CH2:5][O:4][C:3]2[CH:10]=[CH:11][CH:12]=[CH:13][C:2]1=2.[NH2:14][C:15]1[CH:16]=[CH:17][C:18]2[O:22][C:21]([C:23]3[CH:28]=[CH:27][N:26]=[CH:25][CH:24]=3)=[N:20][C:19]=2[CH:29]=1, predict the reaction product. The product is: [N:26]1[CH:25]=[CH:24][C:23]([C:21]2[O:22][C:18]3[CH:17]=[CH:16][C:15]([NH:14][C:7]([CH:6]4[O:1][C:2]5[CH:13]=[CH:12][CH:11]=[CH:10][C:3]=5[O:4][CH2:5]4)=[O:9])=[CH:29][C:19]=3[N:20]=2)=[CH:28][CH:27]=1. (3) The product is: [ClH:28].[O:1]1[C:5]2=[CH:6][C:7]3[CH2:8][CH2:9][NH:10][CH2:11][C:12]=3[CH:13]=[C:4]2[O:3][CH2:2]1. Given the reactants [O:1]1[C:5]2=[CH:6][C:7]3[CH2:8][CH2:9][N:10](C[N:10]4[CH2:9][CH2:8][C:7]5[CH:6]=[C:5]6[O:1][CH2:2][O:3][C:4]6=[CH:13][C:12]=5[CH2:11]4)[CH2:11][C:12]=3[CH:13]=[C:4]2[O:3][CH2:2]1.[ClH:28], predict the reaction product. (4) Given the reactants [C:1]([CH:4](OS(C1C=CC(C)=CC=1)(=O)=O)[C:5]1[CH:10]=[CH:9][CH:8]=[CH:7][CH:6]=1)(=[O:3])[NH2:2].[CH3:22][O:23][C:24]1[CH:25]=[C:26]2[C:31](=[CH:32][C:33]=1[O:34][CH3:35])[C@H:30]([CH2:36][CH2:37][C:38]1[CH:43]=[C:42]([F:44])[CH:41]=[C:40]([F:45])[C:39]=1[F:46])[NH:29][CH2:28][CH2:27]2, predict the reaction product. The product is: [CH3:22][O:23][C:24]1[CH:25]=[C:26]2[C:31](=[CH:32][C:33]=1[O:34][CH3:35])[C@H:30]([CH2:36][CH2:37][C:38]1[CH:43]=[C:42]([F:44])[CH:41]=[C:40]([F:45])[C:39]=1[F:46])[N:29]([C@H:4]([C:5]1[CH:6]=[CH:7][CH:8]=[CH:9][CH:10]=1)[C:1]([NH2:2])=[O:3])[CH2:28][CH2:27]2.